Dataset: Catalyst prediction with 721,799 reactions and 888 catalyst types from USPTO. Task: Predict which catalyst facilitates the given reaction. (1) Reactant: [OH:1][CH:2]1[CH2:7][CH2:6][NH:5][CH2:4][CH2:3]1.C([O-])([O-])=O.[K+].[K+].Br[CH:15]([CH3:17])[CH3:16]. Product: [CH:15]([N:5]1[CH2:6][CH2:7][CH:2]([OH:1])[CH2:3][CH2:4]1)([CH3:17])[CH3:16]. The catalyst class is: 5. (2) Reactant: C([O:4][C:5]([CH3:17])([CH3:16])[CH2:6][C:7]1[CH:12]=[CH:11][C:10]([N+:13]([O-:15])=[O:14])=[CH:9][CH:8]=1)(=O)C.[Li+].[OH-]. Product: [CH3:17][C:5]([OH:4])([CH3:16])[CH2:6][C:7]1[CH:8]=[CH:9][C:10]([N+:13]([O-:15])=[O:14])=[CH:11][CH:12]=1. The catalyst class is: 5. (3) Reactant: CCN(S(F)(F)[F:7])CC.[N:10]1[CH:15]=[CH:14][CH:13]=[CH:12][C:11]=1[C:16]#[C:17][CH2:18][CH:19]([C:21]1[CH:30]=[N:29][C:28]2[C:23](=[CH:24][CH:25]=[CH:26][CH:27]=2)[N:22]=1)O. Product: [F:7][CH:19]([C:21]1[CH:30]=[N:29][C:28]2[C:23](=[CH:24][CH:25]=[CH:26][CH:27]=2)[N:22]=1)[CH2:18][C:17]#[C:16][C:11]1[CH:12]=[CH:13][CH:14]=[CH:15][N:10]=1. The catalyst class is: 2. (4) Reactant: [Cl:1][C:2]1[C:3]([N:8]2[CH2:12][CH2:11][C@@H:10]([NH:13][C@@H:14]([C:16]3[C:25]4[C:20](=[CH:21][CH:22]=[CH:23][CH:24]=4)[CH:19]=[CH:18][CH:17]=3)[CH3:15])[CH2:9]2)=[N:4][CH:5]=[CH:6][N:7]=1.[ClH:26]. Product: [ClH:1].[ClH:26].[Cl:1][C:2]1[C:3]([N:8]2[CH2:12][CH2:11][C@@H:10]([NH:13][C@@H:14]([C:16]3[C:25]4[C:20](=[CH:21][CH:22]=[CH:23][CH:24]=4)[CH:19]=[CH:18][CH:17]=3)[CH3:15])[CH2:9]2)=[N:4][CH:5]=[CH:6][N:7]=1. The catalyst class is: 12. (5) Reactant: C([O:8][C:9]([C:11]1[O:36][C:14]2=[CH:15][CH:16]=[C:17]3[C:21]([N:20]([CH2:22][C@@H:23]([NH:25][C:26]([O:28][CH2:29][C:30]4[CH:35]=[CH:34][CH:33]=[CH:32][CH:31]=4)=[O:27])[CH3:24])[N:19]=[CH:18]3)=[C:13]2[CH:12]=1)=O)C1C=CC=CC=1.[Cl-].[Ca+2].[Cl-].[BH4-].[Na+]. Product: [CH2:29]([O:28][C:26](=[O:27])[NH:25][C@@H:23]([CH3:24])[CH2:22][N:20]1[C:21]2[C:17](=[CH:16][CH:15]=[C:14]3[O:36][C:11]([CH2:9][OH:8])=[CH:12][C:13]3=2)[CH:18]=[N:19]1)[C:30]1[CH:35]=[CH:34][CH:33]=[CH:32][CH:31]=1. The catalyst class is: 353. (6) Reactant: C(OC(C1C=C(OC2C=CC(NC)=C(N)C=2)C=CN=1)=O)(C)(C)C.NC(N)=S.IC.C([O:34][C:35]([C:37]1[CH:42]=[C:41]([O:43][C:44]2[CH:62]=[CH:61][C:47]3[N:48]([CH3:60])[C:49]([NH:51][C:52]4[CH:57]=[CH:56][C:55]([Br:58])=[C:54]([CH3:59])[CH:53]=4)=[N:50][C:46]=3[CH:45]=2)[CH:40]=[CH:39][N:38]=1)=[O:36])(C)(C)C.FC(F)(F)C(O)=O. Product: [Br:58][C:55]1[CH:56]=[CH:57][C:52]([NH:51][C:49]2[N:48]([CH3:60])[C:47]3[CH:61]=[CH:62][C:44]([O:43][C:41]4[CH:40]=[CH:39][N:38]=[C:37]([C:35]([OH:36])=[O:34])[CH:42]=4)=[CH:45][C:46]=3[N:50]=2)=[CH:53][C:54]=1[CH3:59]. The catalyst class is: 100.